Task: Predict the product of the given reaction.. Dataset: Forward reaction prediction with 1.9M reactions from USPTO patents (1976-2016) (1) Given the reactants OO.[C:3]([OH:18])(=O)[CH2:4][CH2:5][CH2:6][CH2:7][CH2:8][CH2:9][CH2:10][CH2:11][CH2:12][CH2:13][C:14](O)=O.OCCCCCCCCCCCC(O)=O, predict the reaction product. The product is: [C:3]1(=[O:18])[CH2:4][CH2:5][CH2:6][CH2:7][CH2:8][CH2:9][CH2:10][CH2:11][CH2:12][CH2:13][CH2:14]1. (2) Given the reactants Br[CH2:2][CH2:3][CH2:4][CH2:5][CH2:6][C:7]([NH:9][C:10]1[C:11]([S:17][CH3:18])=[N:12][C:13]([CH3:16])=[CH:14][CH:15]=1)=[O:8].[SH:19][C:20]1[O:21][C:22]2[CH:28]=[CH:27][CH:26]=[CH:25][C:23]=2[N:24]=1.C1OCCOCCOCCOCCOCCOC1.C(=O)([O-])[O-].[K+].[K+], predict the reaction product. The product is: [O:21]1[C:22]2[CH:28]=[CH:27][CH:26]=[CH:25][C:23]=2[N:24]=[C:20]1[S:19][CH2:2][CH2:3][CH2:4][CH2:5][CH2:6][C:7]([NH:9][C:10]1[C:11]([S:17][CH3:18])=[N:12][C:13]([CH3:16])=[CH:14][CH:15]=1)=[O:8]. (3) Given the reactants [CH3:1][C@H:2]([O:10][C:11]1[CH:12]=[C:13]([CH:27]=[C:28]([O:30][C@@H:31]([CH3:35])[CH2:32][O:33][CH3:34])[CH:29]=1)[C:14]([NH:16][C:17]1[N:22]=[CH:21][C:20]([C:23]([O:25]C)=[O:24])=[CH:19][CH:18]=1)=[O:15])[CH2:3][C:4]1[CH:9]=[CH:8][CH:7]=[CH:6][CH:5]=1.O.[OH-].[Na+].Cl, predict the reaction product. The product is: [CH3:1][C@H:2]([O:10][C:11]1[CH:12]=[C:13]([CH:27]=[C:28]([O:30][C@@H:31]([CH3:35])[CH2:32][O:33][CH3:34])[CH:29]=1)[C:14]([NH:16][C:17]1[N:22]=[CH:21][C:20]([C:23]([OH:25])=[O:24])=[CH:19][CH:18]=1)=[O:15])[CH2:3][C:4]1[CH:5]=[CH:6][CH:7]=[CH:8][CH:9]=1. (4) Given the reactants [Cl-].[Al+3].[Cl-].[Cl-].[N-:5]=[N+:6]=[N-:7].[Na+].[I:9][C:10]1[C:11]([CH3:19])=[C:12]([CH:16]=[CH:17][CH:18]=1)C(Cl)=O.[N:20]([O-])=O.[Na+].Cl.[O:25]1[CH2:29]CCC1, predict the reaction product. The product is: [CH3:19][C:11]1[C:10]([I:9])=[CH:18][CH:17]=[CH:16][C:12]=1[N:5]1[C:29](=[O:25])[NH:20][N:7]=[N:6]1.